This data is from Peptide-MHC class I binding affinity with 185,985 pairs from IEDB/IMGT. The task is: Regression. Given a peptide amino acid sequence and an MHC pseudo amino acid sequence, predict their binding affinity value. This is MHC class I binding data. (1) The peptide sequence is MRNTIMASK. The MHC is HLA-A80:01 with pseudo-sequence HLA-A80:01. The binding affinity (normalized) is 0.0847. (2) The peptide sequence is FPSTQRDYY. The MHC is HLA-B54:01 with pseudo-sequence HLA-B54:01. The binding affinity (normalized) is 0.235.